Dataset: Catalyst prediction with 721,799 reactions and 888 catalyst types from USPTO. Task: Predict which catalyst facilitates the given reaction. (1) Reactant: COC1C=CC2SCCNCC=2C=1.[N+:14]([C:17]1[CH:25]=[CH:24][C:23]([O:26][CH3:27])=[CH:22][C:18]=1[C:19]([OH:21])=[O:20])([O-])=O. Product: [NH2:14][C:17]1[CH:25]=[CH:24][C:23]([O:26][CH3:27])=[CH:22][C:18]=1[C:19]([OH:21])=[O:20]. The catalyst class is: 45. (2) Reactant: [O:1]([CH2:8][C:9](Cl)=[O:10])[C:2]1[CH:7]=[CH:6][CH:5]=[CH:4][CH:3]=1.C([C@@:20]1([OH:47])[C@@H:25]([C@@:26]([C:38](=[O:45])[C:39]2[CH:44]=[CH:43][CH:42]=[CH:41][CH:40]=2)([CH:28]([C:30](=[O:37])[C:31]2[CH:36]=[CH:35][CH:34]=[CH:33][CH:32]=2)[OH:29])[OH:27])[O:24][CH:22]([OH:23])[C@@H:21]1[OH:46])(=O)C1C=CC=CC=1. Product: [C:30]([C@:25]1([C@@:26]([C:38](=[O:45])[C:39]2[CH:40]=[CH:41][CH:42]=[CH:43][CH:44]=2)([CH:28]([C:30](=[O:37])[C:31]2[CH:32]=[CH:33][CH:34]=[CH:35][CH:36]=2)[OH:29])[OH:27])[O:24][C:22]([C:9](=[O:10])[CH2:8][O:1][C:2]2[CH:7]=[CH:6][CH:5]=[CH:4][CH:3]=2)([OH:23])[C@:21]([C:9](=[O:10])[CH2:8][O:1][C:2]2[CH:7]=[CH:6][CH:5]=[CH:4][CH:3]=2)([OH:46])[C@@H:20]1[OH:47])(=[O:37])[C:31]1[CH:36]=[CH:35][CH:34]=[CH:33][CH:32]=1. The catalyst class is: 17. (3) Reactant: [OH:1][CH:2]1[CH2:5][N:4]([C:6]([C:8]2[O:9][C:10]([C:13]3[CH:18]=[CH:17][C:16]([O:19][CH3:20])=[CH:15][CH:14]=3)=[N:11][N:12]=2)=[O:7])[CH2:3]1.C(N(CC)CC)C.[CH3:28][S:29](Cl)(=[O:31])=[O:30]. Product: [CH3:28][S:29]([O:1][CH:2]1[CH2:5][N:4]([C:6]([C:8]2[O:9][C:10]([C:13]3[CH:18]=[CH:17][C:16]([O:19][CH3:20])=[CH:15][CH:14]=3)=[N:11][N:12]=2)=[O:7])[CH2:3]1)(=[O:31])=[O:30]. The catalyst class is: 4. (4) Reactant: [CH3:1][N:2]([CH3:12])[C:3]1[CH:11]=[CH:10][C:6]([C:7](Cl)=[O:8])=[CH:5][CH:4]=1.[OH:13][CH2:14][CH:15]1[CH2:19][O:18][C:17]([CH3:21])([CH3:20])[O:16]1.N1C=CC=CC=1. Product: [CH3:1][N:2]([CH3:12])[C:3]1[CH:11]=[CH:10][C:6]([C:7]([O:13][CH2:14][CH:15]2[CH2:19][O:18][C:17]([CH3:21])([CH3:20])[O:16]2)=[O:8])=[CH:5][CH:4]=1. The catalyst class is: 6. (5) Product: [O:16]1[CH2:17][CH2:18][O:19][CH:15]1[C:12]1[CH:11]=[N:10][N:9]([C:6]2[CH:5]=[CH:4][C:3]([O:2][CH3:1])=[CH:8][CH:7]=2)[C:13]=1[CH3:14]. The catalyst class is: 11. Reactant: [CH3:1][O:2][C:3]1[CH:8]=[CH:7][C:6]([N:9]2[C:13]([CH3:14])=[C:12]([CH:15]=[O:16])[CH:11]=[N:10]2)=[CH:5][CH:4]=1.[CH2:17](O)[CH2:18][OH:19].C1(C)C=CC(S(O)(=O)=O)=CC=1. (6) Reactant: [F:1][C:2]1[C:12]2[CH:11]=[CH:10][CH2:9][CH2:8][NH:7][C:6]=2[C:5]([N+:13]([O-])=O)=[CH:4][CH:3]=1. Product: [F:1][C:2]1[C:12]2[CH2:11][CH2:10][CH2:9][CH2:8][NH:7][C:6]=2[C:5]([NH2:13])=[CH:4][CH:3]=1. The catalyst class is: 99. (7) Reactant: [CH2:1]([O:3][C:4](=[O:22])[CH2:5][C:6]1[CH:11]=[CH:10][CH:9]=[C:8]([O:12][C:13]2[CH:18]=[CH:17][C:16]([F:19])=[CH:15][C:14]=2[CH2:20]O)[CH:7]=1)[CH3:2].P(Br)(Br)[Br:24]. Product: [CH2:1]([O:3][C:4](=[O:22])[CH2:5][C:6]1[CH:11]=[CH:10][CH:9]=[C:8]([O:12][C:13]2[CH:18]=[CH:17][C:16]([F:19])=[CH:15][C:14]=2[CH2:20][Br:24])[CH:7]=1)[CH3:2]. The catalyst class is: 12.